Dataset: Reaction yield outcomes from USPTO patents with 853,638 reactions. Task: Predict the reaction yield, written as a fraction of the theoretical maximum amount of product (1.0 means a 100% yield; for example, 0.34 means a 34% yield). (1) The catalyst is ClCCl.CN(C)C1C=CN=CC=1. The yield is 0.490. The product is [CH3:30][CH:28]([C:31]1[CH:36]=[C:35]([CH:37]([CH3:38])[CH3:39])[CH:34]=[C:33]([CH:40]([CH3:42])[CH3:41])[C:32]=1[S:43]([O:18][CH:16]([C:13]1([OH:15])[CH2:14][N:11]([C:9]([C:4]2[CH:5]=[CH:6][C:7]([F:8])=[C:2]([F:1])[C:3]=2[NH:19][C:20]2[CH:25]=[CH:24][C:23]([I:26])=[CH:22][C:21]=2[F:27])=[O:10])[CH2:12]1)[CH3:17])(=[O:44])=[O:45])[CH3:29]. The reactants are [F:1][C:2]1[C:3]([NH:19][C:20]2[CH:25]=[CH:24][C:23]([I:26])=[CH:22][C:21]=2[F:27])=[C:4]([C:9]([N:11]2[CH2:14][C:13]([CH:16]([OH:18])[CH3:17])([OH:15])[CH2:12]2)=[O:10])[CH:5]=[CH:6][C:7]=1[F:8].[CH:28]([C:31]1[CH:36]=[C:35]([CH:37]([CH3:39])[CH3:38])[CH:34]=[C:33]([CH:40]([CH3:42])[CH3:41])[C:32]=1[S:43](Cl)(=[O:45])=[O:44])([CH3:30])[CH3:29].C(N(CC)CC)C. (2) The reactants are Br[C:2]1[CH:3]=[N:4][N:5]2[CH:10]=[CH:9][C:8]([N:11]3[C@@H:15]([C:16]4[CH:21]=[CH:20][C:19]([F:22])=[CH:18][N:17]=4)[CH2:14][O:13][C:12]3=[O:23])=[N:7][C:6]=12.[F:24][C:25]1[CH:26]=[C:27](B(O)O)[CH:28]=[CH:29][C:30]=1[CH:31]=[O:32].C(=O)([O-])[O-].[Na+].[Na+].CC(C1C=C(C(C)C)C(C2C=CC=CC=2P(C2CCCCC2)C2CCCCC2)=C(C(C)C)C=1)C. The catalyst is O1CCOCC1.C1C=CC(/C=C/C(/C=C/C2C=CC=CC=2)=O)=CC=1.C1C=CC(/C=C/C(/C=C/C2C=CC=CC=2)=O)=CC=1.C1C=CC(/C=C/C(/C=C/C2C=CC=CC=2)=O)=CC=1.[Pd].[Pd]. The product is [F:24][C:25]1[CH:26]=[C:27]([C:2]2[CH:3]=[N:4][N:5]3[CH:10]=[CH:9][C:8]([N:11]4[C@@H:15]([C:16]5[CH:21]=[CH:20][C:19]([F:22])=[CH:18][N:17]=5)[CH2:14][O:13][C:12]4=[O:23])=[N:7][C:6]=23)[CH:28]=[CH:29][C:30]=1[CH:31]=[O:32]. The yield is 0.840. (3) The catalyst is CC(C)=O. The product is [Br:1][C:2]1[C:7]([CH3:8])=[CH:6][C:5]([O:9][CH3:11])=[CH:4][C:3]=1[CH3:10]. The yield is 0.990. The reactants are [Br:1][C:2]1[C:7]([CH3:8])=[CH:6][C:5]([OH:9])=[CH:4][C:3]=1[CH3:10].[C:11](=O)([O-])[O-].[K+].[K+].CI. (4) The reactants are CC([N:5]([CH:9]([CH2:19]O)[C:10]([CH3:18])([C:12]1[CH:17]=[CH:16][CH:15]=[CH:14][CH:13]=1)[CH3:11])[C:6](=[O:8])[O-:7])(C)C.C1(P([C:34]2[CH:39]=[CH:38]C=CC=2)C2C=CC=CC=2)C=CC=CC=1.[C:40]1(=[O:50])[NH:44][C:43](=[O:45])[C:42]2=[CH:46][CH:47]=[CH:48][CH:49]=[C:41]12.N(C(OCC)=O)=N[C:53](OCC)=O. The catalyst is C1COCC1.CO. The product is [O:45]=[C:43]1[C:42]2[C:41](=[CH:49][CH:48]=[CH:47][CH:46]=2)[C:40](=[O:50])[N:44]1[CH2:19][CH:9]([NH:5][C:6](=[O:8])[O:7][C:39]([CH3:38])([CH3:34])[CH3:53])[C:10]([CH3:11])([C:12]1[CH:13]=[CH:14][CH:15]=[CH:16][CH:17]=1)[CH3:18]. The yield is 0.640.